This data is from Full USPTO retrosynthesis dataset with 1.9M reactions from patents (1976-2016). The task is: Predict the reactants needed to synthesize the given product. Given the product [CH2:1]([N:5]1[C:13]2[C:8](=[CH:9][CH:10]=[C:11]([Cl:14])[CH:12]=2)[C:7]([C:15]([OH:20])=[O:21])=[CH:6]1)[CH2:2][CH2:3][CH3:4], predict the reactants needed to synthesize it. The reactants are: [CH2:1]([N:5]1[C:13]2[C:8](=[CH:9][CH:10]=[C:11]([Cl:14])[CH:12]=2)[C:7]([C:15](=[O:20])C(F)(F)F)=[CH:6]1)[CH2:2][CH2:3][CH3:4].[OH-:21].[Na+].